From a dataset of Catalyst prediction with 721,799 reactions and 888 catalyst types from USPTO. Predict which catalyst facilitates the given reaction. (1) The catalyst class is: 4. Reactant: [F:1][C:2]1([F:59])[CH2:7][CH2:6][CH:5]([C:8]2[C:17]3[CH:16]([O:18]CC4C=CC(OC)=CC=4)[CH2:15][C:14]([CH3:29])([CH3:28])[CH2:13][C:12]=3[N:11]=[C:10]([CH:30]3[CH2:35][CH2:34][N:33]([C:36]4[N:41]=[CH:40][C:39]([CH:42](O)[CH:43]([CH3:45])[CH3:44])=[CH:38][N:37]=4)[CH2:32][CH2:31]3)[C:9]=2[CH:47]([F:58])[C:48]2[CH:53]=[CH:52][C:51]([C:54]([F:57])([F:56])[F:55])=[CH:50][CH:49]=2)[CH2:4][CH2:3]1.C([SiH](CC)CC)C.FC(F)(F)C(O)=O.C(=O)([O-])O.[Na+]. Product: [F:59][C:2]1([F:1])[CH2:3][CH2:4][CH:5]([C:8]2[C:17]3[CH:16]([OH:18])[CH2:15][C:14]([CH3:29])([CH3:28])[CH2:13][C:12]=3[N:11]=[C:10]([CH:30]3[CH2:35][CH2:34][N:33]([C:36]4[N:41]=[CH:40][C:39]([CH2:42][CH:43]([CH3:44])[CH3:45])=[CH:38][N:37]=4)[CH2:32][CH2:31]3)[C:9]=2[CH:47]([F:58])[C:48]2[CH:49]=[CH:50][C:51]([C:54]([F:55])([F:57])[F:56])=[CH:52][CH:53]=2)[CH2:6][CH2:7]1. (2) Reactant: [OH-].[K+].[CH3:3][O:4][C:5]1[CH:6]=[CH:7][C:8]2[N:9]([N:11]=[C:12]([C:25]3[CH:30]=[CH:29][CH:28]=[CH:27][CH:26]=3)[C:13]=2[CH2:14][C:15]2[N:20]=[C:19]([C:21]([O:23]C)=[O:22])[CH:18]=[CH:17][CH:16]=2)[CH:10]=1.Cl. Product: [CH3:3][O:4][C:5]1[CH:6]=[CH:7][C:8]2[N:9]([N:11]=[C:12]([C:25]3[CH:30]=[CH:29][CH:28]=[CH:27][CH:26]=3)[C:13]=2[CH2:14][C:15]2[N:20]=[C:19]([C:21]([OH:23])=[O:22])[CH:18]=[CH:17][CH:16]=2)[CH:10]=1. The catalyst class is: 5.